This data is from Catalyst prediction with 721,799 reactions and 888 catalyst types from USPTO. The task is: Predict which catalyst facilitates the given reaction. (1) Reactant: [OH-].[Na+].[F:3][C:4]1[CH:9]=[C:8]([C:10]2[C:15]([CH3:16])=[CH:14][N:13]=[C:12]([O:17][CH3:18])[C:11]=2[CH3:19])[CH:7]=[CH:6][C:5]=1[C:20]1[N:24]([C@H:25]2[CH2:29][CH2:28][O:27][CH2:26]2)[N:23]=[CH:22][C:21]=1[C:30]([O:32]CC)=[O:31]. Product: [F:3][C:4]1[CH:9]=[C:8]([C:10]2[C:15]([CH3:16])=[CH:14][N:13]=[C:12]([O:17][CH3:18])[C:11]=2[CH3:19])[CH:7]=[CH:6][C:5]=1[C:20]1[N:24]([C@H:25]2[CH2:29][CH2:28][O:27][CH2:26]2)[N:23]=[CH:22][C:21]=1[C:30]([OH:32])=[O:31]. The catalyst class is: 8. (2) Reactant: Br[CH2:2]/[C:3](/[C:13]1[CH:18]=[CH:17][CH:16]=[CH:15][CH:14]=1)=[C:4](/[C:7]1[CH:12]=[CH:11][CH:10]=[CH:9][CH:8]=1)\[CH2:5]Br.[Cl:19][C:20]1[CH:26]=[CH:25][C:23]([NH2:24])=[CH:22][CH:21]=1.O. Product: [Cl:19][C:20]1[CH:26]=[CH:25][C:23]([N:24]2[CH2:5][C:4]([C:7]3[CH:12]=[CH:11][CH:10]=[CH:9][CH:8]=3)=[C:3]([C:13]3[CH:18]=[CH:17][CH:16]=[CH:15][CH:14]=3)[CH2:2]2)=[CH:22][CH:21]=1. The catalyst class is: 2. (3) Reactant: [Cl:1][C:2]1[CH:3]=[C:4]([C:9]2([C:23]([F:26])([F:25])[F:24])[O:13][N:12]=[C:11]([C:14]3[CH:15]=[C:16]4[C:20](=[CH:21][CH:22]=3)[NH:19][CH2:18][CH2:17]4)[CH2:10]2)[CH:5]=[C:6]([Cl:8])[CH:7]=1.C(N(CC)CC)C.[CH2:34]([N:36]=[C:37]=[O:38])[CH3:35]. Product: [Cl:1][C:2]1[CH:3]=[C:4]([C:9]2([C:23]([F:25])([F:24])[F:26])[O:13][N:12]=[C:11]([C:14]3[CH:15]=[C:16]4[C:20](=[CH:21][CH:22]=3)[N:19]([C:37]([NH:36][CH2:34][CH3:35])=[O:38])[CH2:18][CH2:17]4)[CH2:10]2)[CH:5]=[C:6]([Cl:8])[CH:7]=1. The catalyst class is: 7. (4) Reactant: [CH3:1][C:2]1[CH:7]=[CH:6][C:5]([C:8]2[CH:13]=[C:12]([C:14]([N:16]3[CH2:20][CH2:19][CH2:18][CH2:17]3)=[O:15])[CH:11]=[C:10]([C:21](O)=[O:22])[CH:9]=2)=[CH:4][CH:3]=1.[NH2:24][CH2:25][C:26]1[CH:27]=[CH:28][C:29]([Cl:39])=[C:30]([S:32]([NH:35][CH:36]2[CH2:38][CH2:37]2)(=[O:34])=[O:33])[CH:31]=1.F[P-](F)(F)(F)(F)F.C[N+](C)=C(N(C)C)ON1C2N=CC=CC=2N=N1.C(N(CC)C(C)C)(C)C. Product: [Cl:39][C:29]1[CH:28]=[CH:27][C:26]([CH2:25][NH:24][C:21]([C:10]2[CH:9]=[C:8]([C:5]3[CH:6]=[CH:7][C:2]([CH3:1])=[CH:3][CH:4]=3)[CH:13]=[C:12]([C:14]([N:16]3[CH2:20][CH2:19][CH2:18][CH2:17]3)=[O:15])[CH:11]=2)=[O:22])=[CH:31][C:30]=1[S:32](=[O:34])(=[O:33])[NH:35][CH:36]1[CH2:37][CH2:38]1. The catalyst class is: 9. (5) Reactant: C([Si](C)(C)OCC[C:9]1[CH:14]=[C:13]([C:15]([C:17]2[C:22]([N:23](COC)[S:24]([C:27]3[CH:32]=[CH:31][C:30]([Cl:33])=[C:29]([C:34]([F:37])([F:36])[F:35])[CH:28]=3)(=[O:26])=[O:25])=[CH:21][C:20]([Cl:41])=[CH:19][N:18]=2)=[O:16])[CH:12]=[CH:11][N:10]=1)(C)(C)C.O.[O:45]1CC[O:48][CH2:47][CH2:46]1. Product: [Cl:33][C:30]1[CH:31]=[CH:32][C:27]([S:24]([NH:23][C:22]2[C:17]([C:15]([C:13]3[CH:12]=[CH:11][N:10]=[C:9]([O:45][CH2:46][CH2:47][OH:48])[CH:14]=3)=[O:16])=[N:18][CH:19]=[C:20]([Cl:41])[CH:21]=2)(=[O:25])=[O:26])=[CH:28][C:29]=1[C:34]([F:37])([F:36])[F:35]. The catalyst class is: 33. (6) Reactant: [C:1]1(=[O:8])[O:7][C:5](=O)[CH:4]=[C:2]1C.[NH2:9][CH2:10][CH2:11][CH2:12][Si:13]([O:18][CH3:19])([O:16][CH3:17])[O:14][CH3:15].[CH2:20](N(CC)CC)C.CS(O)(=O)=O. Product: [CH3:20][CH:10]([N:9]1[C:1](=[O:8])[CH:2]=[CH:4][C:5]1=[O:7])[CH2:11][CH2:12][Si:13]([O:18][CH3:19])([O:14][CH3:15])[O:16][CH3:17]. The catalyst class is: 11. (7) Reactant: Br[C:2]1[CH:7]=[CH:6][N:5]2[C:8]([NH:11][CH:12]([CH3:14])[CH3:13])=[N:9][N:10]=[C:4]2[CH:3]=1.[CH:15]1([NH:18][C:19](=[O:36])[C:20]2[CH:25]=[CH:24][C:23]([CH3:26])=[C:22](B3OC(C)(C)C(C)(C)O3)[CH:21]=2)[CH2:17][CH2:16]1.O.C(=O)([O-])[O-].[Na+].[Na+]. Product: [CH:15]1([NH:18][C:19](=[O:36])[C:20]2[CH:25]=[CH:24][C:23]([CH3:26])=[C:22]([C:2]3[CH:7]=[CH:6][N:5]4[C:8]([NH:11][CH:12]([CH3:14])[CH3:13])=[N:9][N:10]=[C:4]4[CH:3]=3)[CH:21]=2)[CH2:16][CH2:17]1. The catalyst class is: 600.